The task is: Predict the reactants needed to synthesize the given product.. This data is from Retrosynthesis with 50K atom-mapped reactions and 10 reaction types from USPTO. (1) Given the product CC(C)n1ncc2c(=O)[nH]c([C@@H]3CN(Cc4ccnc5cccnc45)C[C@H]3C)nc21, predict the reactants needed to synthesize it. The reactants are: CC(C)n1ncc2c(=O)[nH]c([C@@H]3CNC[C@H]3C)nc21.O=Cc1ccnc2cccnc12. (2) Given the product O=[N+]([O-])/C=C/c1cccc(Br)c1O, predict the reactants needed to synthesize it. The reactants are: COCOc1c(Br)cccc1/C=C/[N+](=O)[O-]. (3) Given the product CCN1CCc2c(c3cc(C)ccc3n2Cc2ccccc2)C1, predict the reactants needed to synthesize it. The reactants are: CCN1CCc2[nH]c3ccc(C)cc3c2C1.ClCc1ccccc1. (4) Given the product COc1ccc(Br)c(CBr)c1, predict the reactants needed to synthesize it. The reactants are: COc1ccc(Br)c(C)c1.O=C1CCC(=O)N1Br. (5) Given the product Cc1nc2cc(Cl)c(-c3ccc(C(=O)Nc4ccccc4F)[se]3)cc2o1, predict the reactants needed to synthesize it. The reactants are: Cc1nc2cc(Cl)c(B3OC(C)(C)C(C)(C)O3)cc2o1.O=C(Nc1ccccc1F)c1ccc(Br)[se]1. (6) Given the product O=c1ccc2ncccc2n1CCN1CCC(NCc2ccc3c(c2)OCCO3)CC1, predict the reactants needed to synthesize it. The reactants are: CC(C)(C)OC(=O)N(Cc1ccc2c(c1)OCCO2)C1CCN(CCn2c(=O)ccc3ncccc32)CC1. (7) Given the product COC(=O)c1cc(OC2CCOc3cc(F)cc(F)c32)c2nc(C)n(C)c2c1, predict the reactants needed to synthesize it. The reactants are: COC(=O)c1cc(O)c2nc(C)n(C)c2c1.Fc1cc(F)c2c(c1)OCCC2Cl.